From a dataset of Full USPTO retrosynthesis dataset with 1.9M reactions from patents (1976-2016). Predict the reactants needed to synthesize the given product. (1) Given the product [CH2:1]([C:3]1[CH:4]=[CH:5][C:6]([C:9]2[C:13]([CH2:14][O:15][C:16]3[C:21]([F:22])=[CH:20][C:19]([CH2:23][CH2:24][C:25]([OH:27])=[O:26])=[CH:18][C:17]=3[F:32])=[C:12]([C:33]([F:34])([F:35])[F:36])[S:11][N:10]=2)=[CH:7][CH:8]=1)[CH3:2], predict the reactants needed to synthesize it. The reactants are: [CH2:1]([C:3]1[CH:8]=[CH:7][C:6]([C:9]2[C:13]([CH2:14][O:15][C:16]3[C:21]([F:22])=[CH:20][C:19]([CH2:23][CH2:24][C:25]([O:27]C(C)(C)C)=[O:26])=[CH:18][C:17]=3[F:32])=[C:12]([C:33]([F:36])([F:35])[F:34])[S:11][N:10]=2)=[CH:5][CH:4]=1)[CH3:2].C(O)(C(F)(F)F)=O. (2) Given the product [C:17]([O:16][C:15](=[O:21])[NH:14][C:9]1[C:8]([C:6]2[O:5][N:4]=[C:3]([CH2:2][Cl:24])[CH:7]=2)=[CH:13][CH:12]=[CH:11][N:10]=1)([CH3:20])([CH3:19])[CH3:18], predict the reactants needed to synthesize it. The reactants are: O[CH2:2][C:3]1[CH:7]=[C:6]([C:8]2[C:9]([NH:14][C:15](=[O:21])[O:16][C:17]([CH3:20])([CH3:19])[CH3:18])=[N:10][CH:11]=[CH:12][CH:13]=2)[O:5][N:4]=1.S(Cl)([Cl:24])=O.N1C2C=CC=CC=2N=N1.[OH-].[Na+].C(OC)(C)(C)C. (3) Given the product [NH2:19][C:16]1[N:17]=[CH:18][C:13]([C:11]2[CH:10]=[N:9][N:8]([CH2:7][CH:5]([OH:6])[CH2:4][OH:3])[CH:12]=2)=[C:14]2[CH:22]=[C:21]([C:23]3[CH:32]=[CH:31][CH:30]=[C:29]4[C:24]=3[CH:25]=[CH:26][N:27]=[CH:28]4)[O:20][C:15]=12, predict the reactants needed to synthesize it. The reactants are: CC1(C)[O:6][CH:5]([CH2:7][N:8]2[CH:12]=[C:11]([C:13]3[CH:18]=[N:17][C:16]([NH2:19])=[C:15]4[O:20][C:21]([C:23]5[CH:32]=[CH:31][CH:30]=[C:29]6[C:24]=5[CH:25]=[CH:26][N:27]=[CH:28]6)=[CH:22][C:14]=34)[CH:10]=[N:9]2)[CH2:4][O:3]1.CO.Cl. (4) Given the product [CH2:1]([O:8][C:12]1[CH:13]=[C:14]([CH2:22][C:23]([OH:25])=[O:24])[CH:15]=[C:16]([C:18]([F:19])([F:20])[F:21])[CH:17]=1)[C:2]1[CH:7]=[CH:6][CH:5]=[CH:4][CH:3]=1, predict the reactants needed to synthesize it. The reactants are: [CH2:1]([OH:8])[C:2]1[CH:7]=[CH:6][CH:5]=[CH:4][CH:3]=1.[H-].[Na+].F[C:12]1[CH:13]=[C:14]([CH2:22][C:23]([OH:25])=[O:24])[CH:15]=[C:16]([C:18]([F:21])([F:20])[F:19])[CH:17]=1.